Dataset: Catalyst prediction with 721,799 reactions and 888 catalyst types from USPTO. Task: Predict which catalyst facilitates the given reaction. Reactant: [C:1]([C:3]1[CH:4]=[CH:5][C:6]([OH:11])=[C:7]([CH:10]=1)[CH:8]=O)#[N:2].C1(P(=[CH:31][CH:32]=[O:33])(C2C=CC=CC=2)C2C=CC=CC=2)C=CC=CC=1. Product: [C:1]([C:3]1[CH:4]=[CH:5][C:6]([OH:11])=[C:7]([CH:10]=1)[CH:8]=[CH:31][CH:32]=[O:33])#[N:2]. The catalyst class is: 11.